From a dataset of Full USPTO retrosynthesis dataset with 1.9M reactions from patents (1976-2016). Predict the reactants needed to synthesize the given product. (1) Given the product [OH:35][C:32]1[CH:33]=[CH:34][C:29]([C:9]2[CH:26]=[CH:25][C:12]3[CH2:13][CH2:14][N:15]([C:18]([O:20][C:21]([CH3:23])([CH3:24])[CH3:22])=[O:19])[CH2:16][CH2:17][C:11]=3[CH:10]=2)=[CH:30][CH:31]=1, predict the reactants needed to synthesize it. The reactants are: CC1(C)C(C)(C)OB([C:9]2[CH:26]=[CH:25][C:12]3[CH2:13][CH2:14][N:15]([C:18]([O:20][C:21]([CH3:24])([CH3:23])[CH3:22])=[O:19])[CH2:16][CH2:17][C:11]=3[CH:10]=2)O1.Br[C:29]1[CH:34]=[CH:33][C:32]([OH:35])=[CH:31][CH:30]=1. (2) Given the product [F:20][C:17]([F:18])([F:19])[C:12]([C:3]1[CH:4]=[CH:5][C:6]2[C:11](=[CH:10][CH:9]=[CH:8][CH:7]=2)[C:2]=1[NH:1][C:27]([C:26]1[O:22][N:23]=[CH:24][CH:25]=1)=[O:28])([OH:21])[C:13]([F:14])([F:15])[F:16], predict the reactants needed to synthesize it. The reactants are: [NH2:1][C:2]1[C:11]2[C:6](=[CH:7][CH:8]=[CH:9][CH:10]=2)[CH:5]=[CH:4][C:3]=1[C:12]([OH:21])([C:17]([F:20])([F:19])[F:18])[C:13]([F:16])([F:15])[F:14].[O:22]1[C:26]([C:27](Cl)=[O:28])=[CH:25][CH:24]=[N:23]1. (3) Given the product [Br:1][C:2]1[CH:10]=[CH:9][C:5]([C:6]([O:8][CH3:14])=[O:7])=[C:4]([N+:11]([O-:13])=[O:12])[CH:3]=1, predict the reactants needed to synthesize it. The reactants are: [Br:1][C:2]1[CH:10]=[CH:9][C:5]([C:6]([OH:8])=[O:7])=[C:4]([N+:11]([O-:13])=[O:12])[CH:3]=1.[C:14](=O)([O-])[O-].[K+].[K+].COS(OC)(=O)=O. (4) Given the product [CH2:12]([CH:11]1[C:10]2[CH:9]=[C:8]([CH2:19][NH:20][S:21]([CH2:24][CH3:25])(=[O:23])=[O:22])[CH:7]=[CH:6][C:5]=2[CH2:4][CH2:3][CH:2]1[NH:1][C:28]1([C:35]#[N:36])[CH2:29][O:26][CH2:27]1)[C:13]1[CH:18]=[CH:17][CH:16]=[CH:15][CH:14]=1, predict the reactants needed to synthesize it. The reactants are: [NH2:1][CH:2]1[CH:11]([CH2:12][C:13]2[CH:18]=[CH:17][CH:16]=[CH:15][CH:14]=2)[C:10]2[CH:9]=[C:8]([CH2:19][NH:20][S:21]([CH2:24][CH3:25])(=[O:23])=[O:22])[CH:7]=[CH:6][C:5]=2[CH2:4][CH2:3]1.[O:26]1[CH2:29][C:28](=O)[CH2:27]1.C[Si]([C:35]#[N:36])(C)C. (5) Given the product [NH2:1][C:2]1[N:7]=[CH:6][C:5]([O:8][C:9]2[CH:18]=[C:17]([N:19]3[CH2:24][CH2:23][N:22]([CH2:25][C:26]4[CH2:27][C:28]5([CH2:34][CH2:35][C:36]=4[C:37]4[CH:42]=[CH:41][C:40]([Cl:43])=[CH:39][CH:38]=4)[CH2:33][CH2:32][N:31]([CH:47]([CH2:48][F:49])[CH2:46][F:45])[CH2:30][CH2:29]5)[CH2:21][CH2:20]3)[CH:16]=[CH:15][C:10]=2[C:11]([OH:13])=[O:12])=[CH:4][C:3]=1[Cl:44], predict the reactants needed to synthesize it. The reactants are: [NH2:1][C:2]1[N:7]=[CH:6][C:5]([O:8][C:9]2[CH:18]=[C:17]([N:19]3[CH2:24][CH2:23][N:22]([CH2:25][C:26]4[CH2:27][C:28]5([CH2:34][CH2:35][C:36]=4[C:37]4[CH:42]=[CH:41][C:40]([Cl:43])=[CH:39][CH:38]=4)[CH2:33][CH2:32][NH:31][CH2:30][CH2:29]5)[CH2:21][CH2:20]3)[CH:16]=[CH:15][C:10]=2[C:11]([O:13]C)=[O:12])=[CH:4][C:3]=1[Cl:44].[F:45][CH2:46][C:47](=O)[CH2:48][F:49].C(O[BH3-])(=O)C.[Na+].O[Li].O.Cl. (6) Given the product [Cl:6][C:1]1[C:2](=[O:3])[N:14]([CH2:13][C:12]2[CH:18]=[CH:19][C:9]([O:8][CH3:7])=[CH:10][CH:11]=2)[CH:15]=[C:16]([Cl:20])[N:17]=1, predict the reactants needed to synthesize it. The reactants are: [C:1]([Cl:6])(=O)[C:2](Cl)=[O:3].[CH3:7][O:8][C:9]1[CH:19]=[CH:18][C:12]([CH2:13][NH:14][CH2:15][C:16]#[N:17])=[CH:11][CH:10]=1.[ClH:20].C(N(CC)CC)C. (7) Given the product [CH3:14][O:13][C:6]1[CH:5]=[C:4]([P:3]2(=[O:17])[CH2:15][CH2:16][C:19]([C:20]([O:22][CH2:23][CH3:24])=[O:21])([C:18]([O:26][CH2:27][CH3:28])=[O:25])[CH2:2][CH2:1]2)[CH:9]=[CH:8][C:7]=1[N+:10]([O-:12])=[O:11], predict the reactants needed to synthesize it. The reactants are: [CH:1]([P:3](=[O:17])([CH:15]=[CH2:16])[C:4]1[CH:9]=[CH:8][C:7]([N+:10]([O-:12])=[O:11])=[C:6]([O:13][CH3:14])[CH:5]=1)=[CH2:2].[C:18]([O:26][CH2:27][CH3:28])(=[O:25])[CH2:19][C:20]([O:22][CH2:23][CH3:24])=[O:21].C(=O)([O-])[O-].[K+].[K+].Cl. (8) Given the product [Cl:1][C:2]1[C:7]([N:8]2[CH2:9][CH2:10][CH:11]([C:14]3[C:19]([O:20][CH3:21])=[CH:18][CH:17]=[CH:16][N:15]=3)[CH2:12][CH2:13]2)=[CH:6][N:5]=[N:4][C:3]=1[NH:22][NH:23][C:27](=[O:28])[CH2:26][C:25]([F:31])([F:30])[F:24], predict the reactants needed to synthesize it. The reactants are: [Cl:1][C:2]1[C:7]([N:8]2[CH2:13][CH2:12][CH:11]([C:14]3[C:19]([O:20][CH3:21])=[CH:18][CH:17]=[CH:16][N:15]=3)[CH2:10][CH2:9]2)=[CH:6][N:5]=[N:4][C:3]=1[NH:22][NH2:23].[F:24][C:25]([F:31])([F:30])[CH2:26][C:27](Cl)=[O:28].